From a dataset of Forward reaction prediction with 1.9M reactions from USPTO patents (1976-2016). Predict the product of the given reaction. (1) Given the reactants [CH:1]1([C:4]([OH:6])=O)[CH:3]=[CH:2]1.C(=O)=O.C(N(CC)CC)C.C(Cl)(=O)C(C)(C)C.[Li+].[Cl-].[C:26]1([C@H:32]2[CH2:36][O:35][C:34](=[O:37])[NH:33]2)[CH:31]=[CH:30][CH:29]=[CH:28][CH:27]=1, predict the reaction product. The product is: [C:26]1([C@H:32]2[CH2:36][O:35][C:34](=[O:37])[N:33]2[C:4]([CH:1]2[CH:3]=[CH:2]2)=[O:6])[CH:27]=[CH:28][CH:29]=[CH:30][CH:31]=1. (2) Given the reactants NC1C=CC=C2[C:3]=1[C:4](=O)[N:5]([CH:13]1[CH2:18]C[C:16](=O)[NH:15][C:14]1=O)[C:6]([CH3:12])=N2.[C:22](Cl)(=O)C.CCN(CC)CC.C(#N)C, predict the reaction product. The product is: [CH3:12][CH2:6][N:5]([CH:4]([CH3:3])[CH3:22])[CH:13]([CH3:14])[CH3:18].[NH:5]1[CH:13]=[CH:14][N:15]=[CH:16]1. (3) Given the reactants [CH2:1]([NH:8][C:9]1[N:17]=[C:16]2[C:12]([N:13]=[CH:14][N:15]2[CH2:18][CH3:19])=[C:11]([NH2:20])[N:10]=1)[C:2]1[CH:7]=[CH:6][CH:5]=[CH:4][CH:3]=1.[Br:21]N1C(=O)CCC1=O, predict the reaction product. The product is: [CH2:1]([NH:8][C:9]1[N:17]=[C:16]2[C:12]([N:13]=[C:14]([Br:21])[N:15]2[CH2:18][CH3:19])=[C:11]([NH2:20])[N:10]=1)[C:2]1[CH:7]=[CH:6][CH:5]=[CH:4][CH:3]=1. (4) Given the reactants [CH3:1][O:2][C:3]1[CH:8]=[C:7]([O:9][CH3:10])[CH:6]=[C:5](/[CH:11]=[CH:12]/[C:13]2[CH:14]=[CH:15][C:16]([OH:19])=[CH:17][CH:18]=2)[CH:4]=1.[N:20]1([C:32](=[O:33])[C:31]2[N:29]([CH3:30])[CH:28]=[N:27][C:26]=2[N:24]([CH3:25])[C:22]1=[O:23])[CH3:21].CCCCCCC, predict the reaction product. The product is: [CH3:10][O:9][C:7]1[CH:8]=[C:3]([O:2][CH3:1])[CH:4]=[C:5](/[CH:11]=[CH:12]/[C:13]2[CH:14]=[CH:15][C:16]([OH:19])=[CH:17][CH:18]=2)[CH:6]=1.[N:20]1([C:32](=[O:33])[C:31]2[N:29]([CH3:30])[CH:28]=[N:27][C:26]=2[N:24]([CH3:25])[C:22]1=[O:23])[CH3:21]. (5) Given the reactants [CH3:1][O:2][CH:3]1[CH2:7][CH2:6][CH:5]([CH2:8][O:9][C:10]([C:12]2[S:13][C:14]([C:23]([O:25]CC)=[O:24])=[C:15]([C:17]3[CH:22]=[CH:21][CH:20]=[CH:19][CH:18]=3)[N:16]=2)=[O:11])[CH2:4]1.C1COCC1.C(O)C.[Na].[OH-].[K+], predict the reaction product. The product is: [CH3:1][O:2][CH:3]1[CH2:7][CH2:6][CH:5]([CH2:8][O:9][C:10]([C:12]2[S:13][C:14]([C:23]([OH:25])=[O:24])=[C:15]([C:17]3[CH:22]=[CH:21][CH:20]=[CH:19][CH:18]=3)[N:16]=2)=[O:11])[CH2:4]1. (6) Given the reactants [CH3:1][S:2][C:3]1[N:8]=[CH:7][C:6]2=[CH:9][CH:10]=[C:11]([C:12]3[CH:13]=[C:14]([NH2:18])[CH:15]=[CH:16][CH:17]=3)[N:5]2[N:4]=1.C(N(CC)C(C)C)(C)C.C(=O)([O-])[O-].[K+].[K+].Cl[CH2:35][CH2:36][CH2:37][S:38](Cl)(=[O:40])=[O:39], predict the reaction product. The product is: [O:39]=[S:38]1(=[O:40])[CH2:37][CH2:36][CH2:35][N:18]1[C:14]1[CH:13]=[C:12]([C:11]2[N:5]3[C:6]([CH:7]=[N:8][C:3]([S:2][CH3:1])=[N:4]3)=[CH:9][CH:10]=2)[CH:17]=[CH:16][CH:15]=1. (7) Given the reactants Cl.[N:2]1[CH:7]=[CH:6][CH:5]=[CH:4][C:3]=1[C:8]1[CH:16]=[CH:15][C:11]([C:12]([OH:14])=O)=[CH:10][CH:9]=1.[CH3:17][O:18][C:19]1[CH:24]=[CH:23][CH:22]=[CH:21][C:20]=1[N:25]1[CH2:30][CH2:29][N:28]([CH2:31][CH2:32][CH2:33][CH2:34][NH2:35])[CH2:27][CH2:26]1.C([O-])(=O)C([O-])=O, predict the reaction product. The product is: [CH3:17][O:18][C:19]1[CH:24]=[CH:23][CH:22]=[CH:21][C:20]=1[N:25]1[CH2:26][CH2:27][N:28]([CH2:31][CH2:32][CH2:33][CH2:34][NH:35][C:12](=[O:14])[C:11]2[CH:10]=[CH:9][C:8]([C:3]3[CH:4]=[CH:5][CH:6]=[CH:7][N:2]=3)=[CH:16][CH:15]=2)[CH2:29][CH2:30]1. (8) Given the reactants C[O:2][C:3]1[CH:4]=[C:5]([CH:11]=[CH:12][C:13]2[O:17][N:16]=[C:15]([CH2:18][CH2:19][CH3:20])[N:14]=2)[CH:6]=[CH:7][C:8]=1[O:9]C.B(Br)(Br)Br.C(=O)([O-])[O-].[Na+].[Na+], predict the reaction product. The product is: [CH2:18]([C:15]1[N:14]=[C:13]([CH:12]=[CH:11][C:5]2[CH:4]=[C:3]([OH:2])[C:8]([OH:9])=[CH:7][CH:6]=2)[O:17][N:16]=1)[CH2:19][CH3:20]. (9) Given the reactants Cl[C:2]1[C:7]([I:8])=[CH:6][N:5]=[C:4]([NH:9][C:10]2[CH:17]=[CH:16][C:13]([C:14]#[N:15])=[CH:12][CH:11]=2)[N:3]=1.[CH3:18][NH2:19].O, predict the reaction product. The product is: [I:8][C:7]1[C:2]([NH:19][CH3:18])=[N:3][C:4]([NH:9][C:10]2[CH:17]=[CH:16][C:13]([C:14]#[N:15])=[CH:12][CH:11]=2)=[N:5][CH:6]=1. (10) Given the reactants [F:1][C:2]1[C:11]([F:12])=[C:10]2[C:5]([CH2:6][CH:7]([CH:13]([CH3:15])[CH3:14])[N:8]=[CH:9]2)=[CH:4][C:3]=1[O:16][CH2:17][CH2:18][CH2:19][O:20][CH3:21].C(O[CH:25]=[C:26]([C:32](=[O:34])[CH3:33])[C:27]([O:29][CH2:30][CH3:31])=[O:28])C, predict the reaction product. The product is: [F:1][C:2]1[C:3]([O:16][CH2:17][CH2:18][CH2:19][O:20][CH3:21])=[CH:4][C:5]2[CH2:6][CH:7]([CH:13]([CH3:15])[CH3:14])[N:8]3[CH:9]([CH2:33][C:32](=[O:34])[C:26]([C:27]([O:29][CH2:30][CH3:31])=[O:28])=[CH:25]3)[C:10]=2[C:11]=1[F:12].